This data is from Full USPTO retrosynthesis dataset with 1.9M reactions from patents (1976-2016). The task is: Predict the reactants needed to synthesize the given product. (1) Given the product [C:1]1([S:7]([C:10]2[CH:16]=[CH:15][C@H:14]([CH3:17])[C@H:13]([O:18][Si:28]([C:31]([CH3:34])([CH3:33])[CH3:32])([CH3:30])[CH3:29])[C@@H:12]([CH3:19])[CH:11]=2)(=[O:8])=[O:9])[CH:2]=[CH:3][CH:4]=[CH:5][CH:6]=1, predict the reactants needed to synthesize it. The reactants are: [C:1]1([S:7]([C:10]2[CH:16]=[CH:15][C@H:14]([CH3:17])[C@H:13]([OH:18])[C@@H:12]([CH3:19])[CH:11]=2)(=[O:9])=[O:8])[CH:6]=[CH:5][CH:4]=[CH:3][CH:2]=1.N1C(C)=CC=CC=1C.[Si:28](OS(C(F)(F)F)(=O)=O)([C:31]([CH3:34])([CH3:33])[CH3:32])([CH3:30])[CH3:29].CO. (2) Given the product [CH2:1]([O:8][C:9]1[CH:14]=[CH:13][CH:12]=[CH:11][C:10]=1[NH:15][C:16]1[N:21]2[N:22]=[CH:23][C:24]([C:25]([NH:47][S:44]([CH2:42][CH3:43])(=[O:46])=[O:45])=[O:26])=[C:20]2[N:19]=[CH:18][C:17]=1[C:28]([N:30]1[CH2:35][CH2:34][CH:33]([C:36]2[CH:37]=[CH:38][CH:39]=[CH:40][CH:41]=2)[CH2:32][CH2:31]1)=[O:29])[C:2]1[CH:7]=[CH:6][CH:5]=[CH:4][CH:3]=1, predict the reactants needed to synthesize it. The reactants are: [CH2:1]([O:8][C:9]1[CH:14]=[CH:13][CH:12]=[CH:11][C:10]=1[NH:15][C:16]1[N:21]2[N:22]=[CH:23][C:24]([C:25](O)=[O:26])=[C:20]2[N:19]=[CH:18][C:17]=1[C:28]([N:30]1[CH2:35][CH2:34][CH:33]([C:36]2[CH:41]=[CH:40][CH:39]=[CH:38][CH:37]=2)[CH2:32][CH2:31]1)=[O:29])[C:2]1[CH:7]=[CH:6][CH:5]=[CH:4][CH:3]=1.[CH2:42]([S:44]([NH2:47])(=[O:46])=[O:45])[CH3:43]. (3) Given the product [CH3:1][NH:2][C@H:3]1[C:12]2[N:11]=[CH:10][CH:9]=[CH:8][C:7]=2[CH2:6][CH2:5][CH2:4]1, predict the reactants needed to synthesize it. The reactants are: [CH3:1][NH:2][C@@H:3]1[C:12]2[N:11]=[CH:10][CH:9]=[CH:8][C:7]=2[CH2:6][CH2:5][CH2:4]1.COC1C=CC([C@@H](N[C@H]2C3N=CC=CC=3CCC2)C)=CC=1. (4) Given the product [CH2:1]([O:8][C:9]1[CH:14]=[CH:13][C:12]([Cl:15])=[CH:11][C:10]=1[CH2:16][Cl:20])[C:2]1[CH:7]=[CH:6][CH:5]=[CH:4][CH:3]=1, predict the reactants needed to synthesize it. The reactants are: [CH2:1]([O:8][C:9]1[CH:14]=[CH:13][C:12]([Cl:15])=[CH:11][C:10]=1[CH2:16]O)[C:2]1[CH:7]=[CH:6][CH:5]=[CH:4][CH:3]=1.S(Cl)([Cl:20])=O. (5) The reactants are: CC1(C)[O:7][CH2:6][C:5]([NH:31]C(=O)OC(C)(C)C)([C:8]2[O:9][C:10]3[CH:16]=[CH:15][C:14]([C:17]4[N:21]=[C:20]([C:22]5[CH:27]=[CH:26][C:25]([CH2:28][CH2:29][CH3:30])=[CH:24][CH:23]=5)[O:19][N:18]=4)=[CH:13][C:11]=3[CH:12]=2)[CH2:4][O:3]1.ClC1C=C(C2ON=C(C3C=CC4OC(C5(NC(=O)OC(C)(C)C)COC(C)(C)OC5)=CC=4C=3)N=2)C=CC=1OCCC. Given the product [NH2:31][C:5]([C:8]1[O:9][C:10]2[CH:16]=[CH:15][C:14]([C:17]3[N:21]=[C:20]([C:22]4[CH:23]=[CH:24][C:25]([CH2:28][CH2:29][CH3:30])=[CH:26][CH:27]=4)[O:19][N:18]=3)=[CH:13][C:11]=2[CH:12]=1)([CH2:6][OH:7])[CH2:4][OH:3], predict the reactants needed to synthesize it.